Dataset: Forward reaction prediction with 1.9M reactions from USPTO patents (1976-2016). Task: Predict the product of the given reaction. (1) Given the reactants C([O:3][C:4](=O)[CH2:5][C:6]([C:15]1[CH:20]=[CH:19][C:18]([N+:21]([O-:23])=[O:22])=[CH:17][CH:16]=1)=[N:7][NH:8][C:9]1[N:14]=[CH:13][CH:12]=[CH:11][N:10]=1)C.C(OCC)(=O)C, predict the reaction product. The product is: [N:10]1[CH:11]=[CH:12][CH:13]=[N:14][C:9]=1[N:8]1[C:4]([OH:3])=[CH:5][C:6]([C:15]2[CH:20]=[CH:19][C:18]([N+:21]([O-:23])=[O:22])=[CH:17][CH:16]=2)=[N:7]1. (2) Given the reactants [C:1]([C:5]1[CH:9]=[C:8]([NH:10][C:11]([NH:13][C:14]2[CH:19]=[CH:18][C:17]([O:20][C:21]3[CH:26]=[CH:25][N:24]=[CH:23][CH:22]=3)=[CH:16][CH:15]=2)=[O:12])[N:7]([C:27]2[CH:32]=[CH:31][C:30]([CH2:33][C:34](N3CC[C@H](O)C3)=[O:35])=[CH:29][CH:28]=2)[N:6]=1)([CH3:4])([CH3:3])[CH3:2].Cl.[CH3:43][O:44][C:45](=[O:50])[C@H:46]([CH2:48][OH:49])[NH2:47], predict the reaction product. The product is: [C:1]([C:5]1[CH:9]=[C:8]([NH:10][C:11]([NH:13][C:14]2[CH:15]=[CH:16][C:17]([O:20][C:21]3[CH:26]=[CH:25][N:24]=[CH:23][CH:22]=3)=[CH:18][CH:19]=2)=[O:12])[N:7]([C:27]2[CH:28]=[CH:29][C:30]([CH2:33][C:34]([NH:47][C@H:46]([C:45]([O:44][CH3:43])=[O:50])[CH2:48][OH:49])=[O:35])=[CH:31][CH:32]=2)[N:6]=1)([CH3:4])([CH3:2])[CH3:3]. (3) Given the reactants [CH3:1][C:2]1([CH3:10])[C:6]([CH3:8])([CH3:7])[CH2:5][C:4](=[O:9])[CH2:3]1.[Li+].C[Si]([N-][Si](C)(C)C)(C)C.C1C=CC(N([S:28]([C:31]([F:34])([F:33])[F:32])(=[O:30])=[O:29])[S:28]([C:31]([F:34])([F:33])[F:32])(=[O:30])=[O:29])=CC=1.Cl, predict the reaction product. The product is: [CH3:1][C:2]1([CH3:10])[C:6]([CH3:8])([CH3:7])[CH2:5][C:4]([O:9][S:28]([C:31]([F:34])([F:33])[F:32])(=[O:30])=[O:29])=[CH:3]1. (4) Given the reactants [Br:1][C:2]1[CH:6]=[C:5]([NH:7][CH2:8][CH2:9][CH3:10])[S:4][C:3]=1[C:11]#[N:12].[C:13](O)([C:15]([F:18])([F:17])[F:16])=O.[BH4-].[Na+], predict the reaction product. The product is: [Br:1][C:2]1[CH:6]=[C:5]([N:7]([CH2:8][CH2:9][CH3:10])[CH2:13][C:15]([F:18])([F:17])[F:16])[S:4][C:3]=1[C:11]#[N:12]. (5) Given the reactants [C:1]1([NH2:8])[C:2]([NH2:7])=[CH:3][CH:4]=[CH:5][CH:6]=1.[C:9]([O:13][C:14]([N:16]1[CH2:21][CH2:20][C@@H:19]([NH:22][C:23]([NH:25][C:26]2[CH:31]=[CH:30][C:29]([C:32]#[N:33])=[CH:28][CH:27]=2)=[O:24])[CH2:18][C@@H:17]1[C:34](O)=[O:35])=[O:15])([CH3:12])([CH3:11])[CH3:10].F[P-](F)(F)(F)(F)F.N1(O[P+](N(C)C)(N(C)C)N(C)C)C2C=CC=CC=2N=N1.CCN(C(C)C)C(C)C, predict the reaction product. The product is: [NH2:7][C:2]1[CH:3]=[CH:4][CH:5]=[CH:6][C:1]=1[NH:8][C:34]([C@H:17]1[CH2:18][C@H:19]([NH:22][C:23]([NH:25][C:26]2[CH:31]=[CH:30][C:29]([C:32]#[N:33])=[CH:28][CH:27]=2)=[O:24])[CH2:20][CH2:21][N:16]1[C:14]([O:13][C:9]([CH3:12])([CH3:11])[CH3:10])=[O:15])=[O:35]. (6) Given the reactants [NH2:1][C:2]1[CH:11]=[CH:10][C:9]2[C:4](=[CH:5][CH:6]=[N:7][CH:8]=2)[N:3]=1.C(N(CC)CC)C.[Cl:19][C:20]1[CH:25]=[CH:24][C:23]([S:26](Cl)(=[O:28])=[O:27])=[CH:22][CH:21]=1.C(=O)(O)[O-].[Na+], predict the reaction product. The product is: [Cl:19][C:20]1[CH:25]=[CH:24][C:23]([S:26]([NH:1][C:2]2[CH:11]=[CH:10][C:9]3[C:4](=[CH:5][CH:6]=[N:7][CH:8]=3)[N:3]=2)(=[O:28])=[O:27])=[CH:22][CH:21]=1.